The task is: Predict which catalyst facilitates the given reaction.. This data is from Catalyst prediction with 721,799 reactions and 888 catalyst types from USPTO. (1) Reactant: [C:1]([O:5][C@@H:6]([C:11]1[C:30]([CH3:31])=[CH:29][C:14]2[N:15]=[C:16]([C:18]3[N:19]=[CH:20][C:21]4[N:26]([CH3:27])[N:25]=[C:24]([CH3:28])[C:22]=4[N:23]=3)[S:17][C:13]=2[C:12]=1[C:32]1[CH:37]=[CH:36][C:35]([Cl:38])=[CH:34][CH:33]=1)[C:7]([O:9]C)=[O:8])([CH3:4])([CH3:3])[CH3:2].[OH-].[Na+].C(O)(=O)C.CN(C=O)C. Product: [C:1]([O:5][C@@H:6]([C:11]1[C:30]([CH3:31])=[CH:29][C:14]2[N:15]=[C:16]([C:18]3[N:19]=[CH:20][C:21]4[N:26]([CH3:27])[N:25]=[C:24]([CH3:28])[C:22]=4[N:23]=3)[S:17][C:13]=2[C:12]=1[C:32]1[CH:37]=[CH:36][C:35]([Cl:38])=[CH:34][CH:33]=1)[C:7]([OH:9])=[O:8])([CH3:4])([CH3:2])[CH3:3]. The catalyst class is: 36. (2) Reactant: [CH2:1]([O:8][C:9]1[CH:14]=[CH:13][C:12](Br)=[C:11]([O:16][CH3:17])[CH:10]=1)[C:2]1[CH:7]=[CH:6][CH:5]=[CH:4][CH:3]=1.[Li]CCCC.[Si:23]([O:30][CH2:31][C:32]1[N:33]([C:37]2[CH:41]=[CH:40][N:39]([S:42]([C:45]3[CH:51]=[CH:50][C:48]([CH3:49])=[CH:47][CH:46]=3)(=[O:44])=[O:43])[C:38]=2[CH:52]=[O:53])[CH:34]=[CH:35][CH:36]=1)([C:26]([CH3:29])([CH3:28])[CH3:27])([CH3:25])[CH3:24]. Product: [CH2:1]([O:8][C:9]1[CH:14]=[CH:13][C:12]([CH:52]([C:38]2[N:39]([S:42]([C:45]3[CH:46]=[CH:47][C:48]([CH3:49])=[CH:50][CH:51]=3)(=[O:43])=[O:44])[CH:40]=[CH:41][C:37]=2[N:33]2[CH:34]=[CH:35][CH:36]=[C:32]2[CH2:31][O:30][Si:23]([C:26]([CH3:29])([CH3:28])[CH3:27])([CH3:25])[CH3:24])[OH:53])=[C:11]([O:16][CH3:17])[CH:10]=1)[C:2]1[CH:7]=[CH:6][CH:5]=[CH:4][CH:3]=1. The catalyst class is: 1. (3) Reactant: [CH3:1][C:2]([C:4]1[CH:9]=[C:8]([Br:10])[CH:7]=[CH:6][C:5]=1[OH:11])=[O:3].[C:12]([N:19]1[CH2:24][CH2:23][C:22](=O)[CH2:21][CH2:20]1)([O:14][C:15]([CH3:18])([CH3:17])[CH3:16])=[O:13].N1CCCC1. Product: [C:15]([O:14][C:12]([N:19]1[CH2:24][CH2:23][C:22]2([CH2:1][C:2](=[O:3])[C:4]3[C:5](=[CH:6][CH:7]=[C:8]([Br:10])[CH:9]=3)[O:11]2)[CH2:21][CH2:20]1)=[O:13])([CH3:18])([CH3:16])[CH3:17]. The catalyst class is: 5. (4) Reactant: Cl[C:2]1[N:7]=[C:6]([C:8]2[S:12][C:11]([CH:13]3[CH2:18][CH2:17][N:16]([C:19]([O:21][C:22]([CH3:25])([CH3:24])[CH3:23])=[O:20])[CH2:15][CH2:14]3)=[N:10][C:9]=2[C:26]2[CH:31]=[CH:30][CH:29]=[C:28]([NH:32][S:33]([C:36]3[C:41]([F:42])=[CH:40][CH:39]=[CH:38][C:37]=3[F:43])(=[O:35])=[O:34])[C:27]=2[F:44])[CH:5]=[CH:4][N:3]=1.[CH3:45][Zn]C. Product: [F:43][C:37]1[CH:38]=[CH:39][CH:40]=[C:41]([F:42])[C:36]=1[S:33]([NH:32][C:28]1[C:27]([F:44])=[C:26]([C:9]2[N:10]=[C:11]([CH:13]3[CH2:18][CH2:17][N:16]([C:19]([O:21][C:22]([CH3:25])([CH3:24])[CH3:23])=[O:20])[CH2:15][CH2:14]3)[S:12][C:8]=2[C:6]2[CH:5]=[CH:4][N:3]=[C:2]([CH3:45])[N:7]=2)[CH:31]=[CH:30][CH:29]=1)(=[O:35])=[O:34]. The catalyst class is: 819. (5) Reactant: [C:1]([CH:5]=P(C1C=CC=CC=1)(C1C=CC=CC=1)C1C=CC=CC=1)([O:3][CH3:4])=[O:2].O=[C:26]([CH2:32][C:33]([O:35][CH3:36])=[O:34])[CH2:27][C:28]([O:30][CH3:31])=[O:29]. Product: [CH3:31][O:30][C:28](=[O:29])[CH2:27][C:26](=[CH:5][C:1]([O:3][CH3:4])=[O:2])[CH2:32][C:33]([O:35][CH3:36])=[O:34]. The catalyst class is: 11.